Dataset: CYP2C19 inhibition data for predicting drug metabolism from PubChem BioAssay. Task: Regression/Classification. Given a drug SMILES string, predict its absorption, distribution, metabolism, or excretion properties. Task type varies by dataset: regression for continuous measurements (e.g., permeability, clearance, half-life) or binary classification for categorical outcomes (e.g., BBB penetration, CYP inhibition). Dataset: cyp2c19_veith. (1) The molecule is O=c1cnc2cnc(Oc3cccc(Cl)c3)nc2n1Cc1ccc(F)cc1. The result is 1 (inhibitor). (2) The molecule is CCc1nn(C)c(-c2n[nH]c(=S)n2N)c1Cl. The result is 0 (non-inhibitor). (3) The compound is CCNC(=O)C1CC(=O)OC12CCCCC2. The result is 0 (non-inhibitor). (4) The molecule is N#Cc1ccc(CN2CC[C@@]3(CCCN(C(=O)c4cc(C(F)(F)F)cc(C(F)(F)F)c4)C3)C2)cc1. The result is 0 (non-inhibitor). (5) The molecule is COc1cccc(Cn2c(=O)c(-c3cc(F)cc(F)c3)nc3cnc(N4CCOCC4)nc32)c1. The result is 0 (non-inhibitor). (6) The compound is O=c1cc(N2CCCCC2)c(-c2ccccc2)nn1Cc1ccccc1Cl. The result is 1 (inhibitor). (7) The drug is CC(=O)Nc1cc(-c2ccccc2)nn1Cc1ccc(Cl)cc1. The result is 0 (non-inhibitor). (8) The drug is Cc1noc(C)c1C(=O)N1CCC[C@@]2(CCN(C(=O)Nc3cccc(F)c3)C2)C1. The result is 0 (non-inhibitor).